Task: Predict the product of the given reaction.. Dataset: Forward reaction prediction with 1.9M reactions from USPTO patents (1976-2016) (1) The product is: [CH2:3]([C:5]1[CH:10]=[CH:9][CH:8]=[CH:7][N+:6]=1[O-:1])[CH3:4]. Given the reactants [OH:1]O.[CH2:3]([C:5]1[CH:10]=[CH:9][CH:8]=[CH:7][N:6]=1)[CH3:4].O, predict the reaction product. (2) Given the reactants [CH3:1][O:2][C:3]1[C@H:4]([CH:11]([CH3:13])[CH3:12])[N:5]=[C:6]([O:9][CH3:10])[CH2:7][N:8]=1.C([Li])CCC.[CH2:19]([O:21][P:22]([CH2:27][CH2:28]Br)(=[O:26])[O:23][CH2:24][CH3:25])[CH3:20].C(O)(=O)C, predict the reaction product. The product is: [CH2:19]([O:21][P:22]([CH2:27][CH2:28][C@@H:7]1[C:6]([O:9][CH3:10])=[N:5][C@@H:4]([CH:11]([CH3:13])[CH3:12])[C:3]([O:2][CH3:1])=[N:8]1)([O:23][CH2:24][CH3:25])=[O:26])[CH3:20]. (3) Given the reactants N1C=CC=CC=1.[F:7][CH:8]([F:33])[CH2:9][N:10]1[C:15]2[N:16]=[CH:17][CH:18]=[CH:19][C:14]=2[C:13]([OH:20])=[C:12]([C:21]2[CH:26]=[CH:25][CH:24]=[CH:23][C:22]=2[C:27]([F:30])([F:29])[F:28])[S:11]1(=[O:32])=[O:31].[CH3:34][N:35]([CH3:39])[C:36](Cl)=[O:37], predict the reaction product. The product is: [CH3:34][N:35]([CH3:39])[C:36](=[O:37])[O:20][C:13]1[C:14]2[CH:19]=[CH:18][CH:17]=[N:16][C:15]=2[N:10]([CH2:9][CH:8]([F:7])[F:33])[S:11](=[O:31])(=[O:32])[C:12]=1[C:21]1[CH:26]=[CH:25][CH:24]=[CH:23][C:22]=1[C:27]([F:30])([F:29])[F:28]. (4) Given the reactants Br[C:2]1[CH:22]=[CH:21][CH:20]=[CH:19][C:3]=1[NH:4][C:5]1[CH:10]=[CH:9][C:8]([CH2:11][CH2:12][CH2:13][CH2:14][CH2:15][CH2:16][CH2:17][CH3:18])=[CH:7][CH:6]=1.[C:23]1(B(O)O)[CH:28]=[CH:27][C:26](B(O)O)=[CH:25][CH:24]=1.C([O-])([O-])=O.[Na+].[Na+].O, predict the reaction product. The product is: [CH2:11]([C:8]1[CH:9]=[CH:10][C:5]([NH:4][C:3]2[C:2]([C:23]3[CH:28]=[CH:27][C:26]([C:2]4[C:3]([NH:4][C:5]5[CH:6]=[CH:7][C:8]([CH2:11][CH2:12][CH2:13][CH2:14][CH2:15][CH2:16][CH2:17][CH3:18])=[CH:9][CH:10]=5)=[CH:19][CH:20]=[CH:21][CH:22]=4)=[CH:25][CH:24]=3)=[CH:22][CH:21]=[CH:20][CH:19]=2)=[CH:6][CH:7]=1)[CH2:12][CH2:13][CH2:14][CH2:15][CH2:16][CH2:17][CH3:18]. (5) Given the reactants [NH:1]1[C:5]2=[N:6][CH:7]=[CH:8][CH:9]=[C:4]2[C:3]([C:10]2[N:15]=[C:14]([NH2:16])[C:13]([C:17]3[CH:22]=[CH:21][N:20]=[CH:19][CH:18]=3)=[CH:12][N:11]=2)=[N:2]1.C(=O)([O-])[O-].[Cs+].[Cs+].[CH:29]1([CH2:35]Br)[CH2:34][CH2:33][CH2:32][CH2:31][CH2:30]1.O, predict the reaction product. The product is: [CH:29]1([CH2:35][N:1]2[C:5]3=[N:6][CH:7]=[CH:8][CH:9]=[C:4]3[C:3]([C:10]3[N:15]=[C:14]([NH2:16])[C:13]([C:17]4[CH:18]=[CH:19][N:20]=[CH:21][CH:22]=4)=[CH:12][N:11]=3)=[N:2]2)[CH2:34][CH2:33][CH2:32][CH2:31][CH2:30]1.